Dataset: Catalyst prediction with 721,799 reactions and 888 catalyst types from USPTO. Task: Predict which catalyst facilitates the given reaction. Reactant: C([Li])CCC.Br[C:7]1[CH:12]=[CH:11][C:10]([C:13]#[C:14][Si:15]([CH:22]([CH3:24])[CH3:23])([CH:19]([CH3:21])[CH3:20])[CH:16]([CH3:18])[CH3:17])=[CH:9][CH:8]=1.[Br:25][C:26]1[CH:27]=[CH:28][C:29]([F:34])=[C:30]([CH:33]=1)[CH:31]=[O:32].O. Product: [Br:25][C:26]1[CH:27]=[CH:28][C:29]([F:34])=[C:30]([CH:31]([C:7]2[CH:12]=[CH:11][C:10]([C:13]#[C:14][Si:15]([CH:22]([CH3:24])[CH3:23])([CH:19]([CH3:21])[CH3:20])[CH:16]([CH3:18])[CH3:17])=[CH:9][CH:8]=2)[OH:32])[CH:33]=1. The catalyst class is: 392.